Dataset: Full USPTO retrosynthesis dataset with 1.9M reactions from patents (1976-2016). Task: Predict the reactants needed to synthesize the given product. (1) Given the product [ClH:1].[CH3:2][N:3]1[C:8]([CH3:9])=[CH:7][C:6](=[O:10])[C:5]([OH:11])=[C:4]1[CH2:19][O:20][CH3:21], predict the reactants needed to synthesize it. The reactants are: [ClH:1].[CH3:2][N:3]1[C:8]([CH3:9])=[CH:7][C:6](=[O:10])[C:5]([O:11]CC2C=CC=CC=2)=[C:4]1[CH2:19][O:20][CH3:21]. (2) Given the product [F:1][C:2]1[CH:7]=[CH:6][C:5]([C:8]2[CH:13]=[CH:12][CH:11]=[C:10]([F:14])[CH:9]=2)=[CH:4][C:3]=1[CH2:15][NH:16][C:17]1[C:18]([CH3:25])=[C:19]([CH:20]=[CH:21][C:22]=1[CH3:23])[O:24][CH2:33][C:34]([O:36][CH2:37][CH3:38])=[O:35], predict the reactants needed to synthesize it. The reactants are: [F:1][C:2]1[CH:7]=[CH:6][C:5]([C:8]2[CH:13]=[CH:12][CH:11]=[C:10]([F:14])[CH:9]=2)=[CH:4][C:3]=1[CH2:15][NH:16][C:17]1[C:18]([CH3:25])=[C:19]([OH:24])[CH:20]=[CH:21][C:22]=1[CH3:23].C([O-])([O-])=O.[Cs+].[Cs+].Br[CH2:33][C:34]([O:36][CH2:37][CH3:38])=[O:35]. (3) Given the product [Cl:20][C:17]([F:19])([F:18])[O:16][C:13]1[CH:14]=[CH:15][C:10]([NH:9][C:7](=[O:8])[C:6]2[CH:21]=[C:2]([C:36]3[NH:37][CH:38]=[CH:39][CH:40]=3)[C:3]([N:22]3[CH2:26][CH2:25][C@@H:24]([OH:27])[CH2:23]3)=[N:4][CH:5]=2)=[CH:11][CH:12]=1, predict the reactants needed to synthesize it. The reactants are: Br[C:2]1[C:3]([N:22]2[CH2:26][CH2:25][C@@H:24]([OH:27])[CH2:23]2)=[N:4][CH:5]=[C:6]([CH:21]=1)[C:7]([NH:9][C:10]1[CH:15]=[CH:14][C:13]([O:16][C:17]([Cl:20])([F:19])[F:18])=[CH:12][CH:11]=1)=[O:8].CC1(C)C(C)(C)OB([C:36]2[N:37](C(OC(C)(C)C)=O)[CH:38]=[CH:39][CH:40]=2)O1. (4) Given the product [Cl:1][C:2]1[CH:7]=[CH:6][C:5]([S:8]([N:12]=[N+:13]=[N-:14])(=[O:10])=[O:9])=[CH:4][CH:3]=1, predict the reactants needed to synthesize it. The reactants are: [Cl:1][C:2]1[CH:7]=[CH:6][C:5]([S:8](Cl)(=[O:10])=[O:9])=[CH:4][CH:3]=1.[N-:12]=[N+:13]=[N-:14].[Na+]. (5) Given the product [CH3:1][O:2][C:3]1[CH:4]=[CH:5][C:6]([CH2:7][N:8]2[CH:12]=[C:11]([NH2:13])[CH:10]=[N:9]2)=[CH:16][CH:17]=1, predict the reactants needed to synthesize it. The reactants are: [CH3:1][O:2][C:3]1[CH:17]=[CH:16][C:6]([CH2:7][N:8]2[CH:12]=[C:11]([N+:13]([O-])=O)[CH:10]=[N:9]2)=[CH:5][CH:4]=1. (6) Given the product [CH3:11][C:12]1[CH:21]=[C:20]([CH2:22][O:23][C:24]2[CH:29]=[CH:28][C:27]([S:30]([NH:1][C@H:2]3[CH2:6][CH2:5][CH2:4][C@H:3]3[C:7]([OH:9])=[O:8])(=[O:32])=[O:31])=[CH:26][CH:25]=2)[C:19]2[C:14](=[CH:15][CH:16]=[CH:17][CH:18]=2)[N:13]=1, predict the reactants needed to synthesize it. The reactants are: [NH2:1][C@H:2]1[CH2:6][CH2:5][CH2:4][C@H:3]1[C:7]([OH:9])=[O:8].Cl.[CH3:11][C:12]1[CH:21]=[C:20]([CH2:22][O:23][C:24]2[CH:29]=[CH:28][C:27]([S:30](Cl)(=[O:32])=[O:31])=[CH:26][CH:25]=2)[C:19]2[C:14](=[CH:15][CH:16]=[CH:17][CH:18]=2)[N:13]=1. (7) Given the product [C:28]([O:32][C:33](=[O:54])[NH:34][CH:35]1[CH2:44][CH2:43][C:42]2[C:37](=[CH:38][CH:39]=[C:40]([C:2]3[CH:11]=[C:10]4[C:5]([C:6](=[O:26])[C:7]5[C:17](=[O:18])[NH:16][S:15][C:8]=5[N:9]4[CH:12]4[CH2:14][CH2:13]4)=[CH:4][C:3]=3[F:27])[CH:41]=2)[CH2:36]1)([CH3:31])([CH3:29])[CH3:30], predict the reactants needed to synthesize it. The reactants are: Br[C:2]1[CH:11]=[C:10]2[C:5]([C:6](=[O:26])[C:7]3[C:17](=[O:18])[N:16](C(OC(C)(C)C)=O)[S:15][C:8]=3[N:9]2[CH:12]2[CH2:14][CH2:13]2)=[CH:4][C:3]=1[F:27].[C:28]([O:32][C:33](=[O:54])[NH:34][CH:35]1[CH2:44][CH2:43][C:42]2[C:37](=[CH:38][CH:39]=[C:40](B3OC(C)(C)C(C)(C)O3)[CH:41]=2)[CH2:36]1)([CH3:31])([CH3:30])[CH3:29].CN(C)C=O.C(=O)(O)[O-].[Na+]. (8) Given the product [ClH:25].[ClH:25].[I:22][C:19]1[CH:20]=[N:21][C:16]([C:13]2([NH:12][C:11]([C:8]3([NH2:7])[CH2:10][CH2:9]3)=[O:23])[CH2:15][CH2:14]2)=[N:17][CH:18]=1, predict the reactants needed to synthesize it. The reactants are: C(OC(=O)[NH:7][C:8]1([C:11](=[O:23])[NH:12][C:13]2([C:16]3[N:21]=[CH:20][C:19]([I:22])=[CH:18][N:17]=3)[CH2:15][CH2:14]2)[CH2:10][CH2:9]1)(C)(C)C.[ClH:25].O1CCOCC1. (9) Given the product [CH3:1][S:2]([NH:5][C:6]1[C:7]([CH:12]=[O:15])=[N:8][CH:9]=[CH:10][CH:11]=1)(=[O:3])=[O:4], predict the reactants needed to synthesize it. The reactants are: [CH3:1][S:2]([NH:5][C:6]1[C:7]([CH3:12])=[N:8][CH:9]=[CH:10][CH:11]=1)(=[O:4])=[O:3].O.[Se](=O)=[O:15]. (10) The reactants are: Cl[C:2]1[N:7]=[C:6]([C:8]#[N:9])[CH:5]=[CH:4][CH:3]=1.[CH3:10][N:11]1[CH2:16][CH2:15][NH:14][CH2:13][CH2:12]1.C([O-])([O-])=O.[K+].[K+]. Given the product [CH3:10][N:11]1[CH2:16][CH2:15][N:14]([C:2]2[N:7]=[C:6]([C:8]#[N:9])[CH:5]=[CH:4][CH:3]=2)[CH2:13][CH2:12]1, predict the reactants needed to synthesize it.